This data is from Forward reaction prediction with 1.9M reactions from USPTO patents (1976-2016). The task is: Predict the product of the given reaction. (1) Given the reactants [CH3:1][OH:2].[CH3:3][C:4]([C:8]1[N:12]=[CH:11][NH:10][C:9]=1[C:13]([OH:15])=O)([CH3:7])[CH:5]=[CH2:6].[CH:16](Cl)(Cl)Cl, predict the reaction product. The product is: [CH2:1]([O:2][C:13]([C:9]1[NH:10][CH:11]=[N:12][C:8]=1[C:4]([CH3:7])([CH3:3])[CH:5]=[CH2:6])=[O:15])[CH3:16]. (2) Given the reactants [N:1]1([CH2:7][CH2:8][CH2:9][O:10][C:11]2[CH:21]=[CH:20][C:14]3[CH2:15][CH2:16][NH:17][CH2:18][CH2:19][C:13]=3[CH:12]=2)[CH2:6][CH2:5][CH2:4][CH2:3][CH2:2]1.[CH:22]1([C:27](O)=[O:28])[CH2:26][CH2:25][CH2:24][CH2:23]1, predict the reaction product. The product is: [CH:22]1([C:27]([N:17]2[CH2:18][CH2:19][C:13]3[CH:12]=[C:11]([O:10][CH2:9][CH2:8][CH2:7][N:1]4[CH2:2][CH2:3][CH2:4][CH2:5][CH2:6]4)[CH:21]=[CH:20][C:14]=3[CH2:15][CH2:16]2)=[O:28])[CH2:26][CH2:25][CH2:24][CH2:23]1. (3) The product is: [N:9]([C:4]1[CH:5]=[CH:6][CH:7]=[CH:8][C:3]=1[Cl:2])=[N+:10]=[N-:12]. Given the reactants Cl.[Cl:2][C:3]1[CH:8]=[CH:7][CH:6]=[CH:5][C:4]=1[NH:9][NH2:10].Cl.[N:12]([O-])=O.[Na+], predict the reaction product. (4) Given the reactants [O:1]=[C:2]1[C:10]2[C:5](=[CH:6][CH:7]=[CH:8][CH:9]=2)[C:4](=[O:11])[N:3]1[CH2:12][CH:13]=[O:14].CN1CCC[C:17]1=[O:21].[CH:22]1(C=O)[CH2:27][CH2:26][CH2:25][CH2:24][CH2:23]1.N1CCC[C@H]1C(O)=O, predict the reaction product. The product is: [CH:22]1([C@H:13]([OH:14])[C@H:12]([N:3]2[C:4](=[O:11])[C:5]3[C:10](=[CH:9][CH:8]=[CH:7][CH:6]=3)[C:2]2=[O:1])[CH:17]=[O:21])[CH2:27][CH2:26][CH2:25][CH2:24][CH2:23]1. (5) Given the reactants O=[C:2](N1C=CN=C1)[N:3]1C=CN=C1.[CH3:13][C:14]([O:17][C:18]([N:20]1[CH2:26][CH2:25][C:24]2[CH:27]=[CH:28][C:29]([O:31][C:32]3[N:33]=[CH:34][C:35]([C:38]([OH:40])=O)=[N:36][CH:37]=3)=[CH:30][C:23]=2[CH2:22][CH2:21]1)=[O:19])([CH3:16])[CH3:15].CN.O1CCCC1, predict the reaction product. The product is: [CH3:2][NH:3][C:38]([C:35]1[N:36]=[CH:37][C:32]([O:31][C:29]2[CH:28]=[CH:27][C:24]3[CH2:25][CH2:26][N:20]([C:18]([O:17][C:14]([CH3:13])([CH3:16])[CH3:15])=[O:19])[CH2:21][CH2:22][C:23]=3[CH:30]=2)=[N:33][CH:34]=1)=[O:40]. (6) The product is: [N:1]1([C:6]2[CH:7]=[CH:8][C:9]([NH:20][C:19]3[CH:21]=[C:22]([CH3:25])[CH:23]=[CH:24][C:18]=3[CH3:17])=[CH:10][CH:11]=2)[CH:2]=[CH:3][CH:4]=[CH:5]1. Given the reactants [N:1]1([C:6]2[CH:11]=[CH:10][C:9](CS([O-])(=O)=O)=[CH:8][CH:7]=2)[CH:5]=[CH:4][CH:3]=[CH:2]1.[CH3:17][C:18]1[CH:24]=[CH:23][C:22]([CH3:25])=[CH:21][C:19]=1[NH2:20].C([O-])([O-])=O.[K+].[K+], predict the reaction product. (7) Given the reactants [Si](OCC[CH:11]1[N:22]2[C:23]3[C:19]([CH:20]=[CH:21]2)=[C:18]([C:24]([F:27])([F:26])[F:25])[C:17]([CH2:28][CH2:29][C:30]2[CH:35]=[CH:34][CH:33]=[CH:32][CH:31]=2)=[CH:16][C:15]=3[CH2:14][NH:13][CH2:12]1)(C(C)(C)C)(C)C.Cl.C1C[O:40][CH2:39][CH2:38]1, predict the reaction product. The product is: [CH2:28]([C:17]1[C:18]([C:24]([F:26])([F:25])[F:27])=[C:19]2[C:23]3=[C:15]([CH2:14][NH:13][CH:12]([CH2:38][CH2:39][OH:40])[CH2:11][N:22]3[CH:21]=[CH:20]2)[CH:16]=1)[CH2:29][C:30]1[CH:35]=[CH:34][CH:33]=[CH:32][CH:31]=1. (8) Given the reactants [NH2:1][CH2:2][CH2:3][OH:4].Cl[C:6]1[CH:13]=[CH:12][C:9]([CH:10]=[O:11])=[CH:8][N:7]=1, predict the reaction product. The product is: [OH:4][CH2:3][CH2:2][NH:1][C:6]1[CH:13]=[CH:12][C:9]([CH:10]=[O:11])=[CH:8][N:7]=1. (9) Given the reactants Br[C:2]1[C:7]2[S:8][CH:9]=[CH:10][C:6]=2[CH:5]=[CH:4][CH:3]=1.Cl.[CH3:12][C:13]1[CH:18]=[CH:17][N:16]=[CH:15][C:14]=1B(O)O.O1CCOCC1.[O-]P([O-])([O-])=O.[K+].[K+].[K+], predict the reaction product. The product is: [S:8]1[CH:9]=[CH:10][C:6]2[CH:5]=[CH:4][CH:3]=[C:2]([C:14]3[CH:15]=[N:16][CH:17]=[CH:18][C:13]=3[CH3:12])[C:7]1=2. (10) Given the reactants Br[C:2]1[CH:11]=[C:10]2[C:5]([C:6]([CH3:14])([CH3:13])[CH2:7][CH2:8][C:9]2=[O:12])=[CH:4][CH:3]=1.[B:15]1([B:15]2[O:19][C:18]([CH3:21])([CH3:20])[C:17]([CH3:23])([CH3:22])[O:16]2)[O:19][C:18]([CH3:21])([CH3:20])[C:17]([CH3:23])([CH3:22])[O:16]1, predict the reaction product. The product is: [CH3:13][C:6]1([CH3:14])[C:5]2[C:10](=[CH:11][C:2]([B:15]3[O:19][C:18]([CH3:21])([CH3:20])[C:17]([CH3:23])([CH3:22])[O:16]3)=[CH:3][CH:4]=2)[C:9](=[O:12])[CH2:8][CH2:7]1.